Dataset: Peptide-MHC class I binding affinity with 185,985 pairs from IEDB/IMGT. Task: Regression. Given a peptide amino acid sequence and an MHC pseudo amino acid sequence, predict their binding affinity value. This is MHC class I binding data. (1) The peptide sequence is QCKDLCHMH. The MHC is HLA-A68:01 with pseudo-sequence HLA-A68:01. The binding affinity (normalized) is 0.322. (2) The peptide sequence is RNHLRDLMGV. The MHC is HLA-A02:01 with pseudo-sequence HLA-A02:01. The binding affinity (normalized) is 0.563. (3) The binding affinity (normalized) is 0.0847. The peptide sequence is LLKTRFRGL. The MHC is HLA-A69:01 with pseudo-sequence HLA-A69:01. (4) The peptide sequence is IPQSLLSWWTSL. The MHC is H-2-Ld with pseudo-sequence H-2-Ld. The binding affinity (normalized) is 1.00.